This data is from Full USPTO retrosynthesis dataset with 1.9M reactions from patents (1976-2016). The task is: Predict the reactants needed to synthesize the given product. (1) Given the product [CH2:3]([O:5][C:6](=[O:26])[C:7]([O:25][CH2:27][C:28]1[CH:33]=[CH:32][CH:31]=[CH:30][CH:29]=1)([C:21]([F:22])([F:23])[F:24])[CH2:8][C:9]([C:12]1[CH:17]=[C:16]([F:18])[CH:15]=[CH:14][C:13]=1[O:19][CH3:20])([CH3:11])[CH3:10])[CH3:4], predict the reactants needed to synthesize it. The reactants are: [H-].[Na+].[CH2:3]([O:5][C:6](=[O:26])[C:7]([OH:25])([C:21]([F:24])([F:23])[F:22])[CH2:8][C:9]([C:12]1[CH:17]=[C:16]([F:18])[CH:15]=[CH:14][C:13]=1[O:19][CH3:20])([CH3:11])[CH3:10])[CH3:4].[CH2:27](Br)[C:28]1[CH:33]=[CH:32][CH:31]=[CH:30][CH:29]=1. (2) Given the product [CH2:37]([O:39][C:40](=[O:45])[CH2:41][C:42]([C@@H:8]1[CH2:9][CH2:10][N:5]([C:3]([O:2][CH3:1])=[O:4])[C@@H:6]([CH2:14][C:15]2[CH:20]=[CH:19][CH:18]=[CH:17][C:16]=2[C:21]([F:24])([F:23])[F:22])[CH2:7]1)=[O:43])[CH3:38].[CH2:37]([O:39][C:40](=[O:45])[CH2:41][C:42]([C@H:8]1[CH2:9][CH2:10][N:5]([C:3]([O:2][CH3:1])=[O:4])[C@@H:6]([CH2:14][C:15]2[CH:20]=[CH:19][CH:18]=[CH:17][C:16]=2[C:21]([F:24])([F:23])[F:22])[CH2:7]1)=[O:44])[CH3:38], predict the reactants needed to synthesize it. The reactants are: [CH3:1][O:2][C:3]([N:5]1[CH2:10][CH2:9][CH:8](C(O)=O)[CH2:7][CH:6]1[CH2:14][C:15]1[CH:20]=[CH:19][CH:18]=[CH:17][C:16]=1[C:21]([F:24])([F:23])[F:22])=[O:4].N1(C(N2C=CN=C2)=O)C=CN=C1.[CH2:37]([O:39][C:40](=[O:45])[CH2:41][C:42]([O-:44])=[O:43])[CH3:38].[K+].[Cl-].[Mg+2].[Cl-].Cl. (3) Given the product [Br:1][C:2]1[CH:3]=[C:4]([NH2:13])[C:5]([NH:6][CH2:7][CH2:8][O:9][CH3:10])=[CH:11][CH:12]=1, predict the reactants needed to synthesize it. The reactants are: [Br:1][C:2]1[CH:12]=[CH:11][C:5]([NH:6][CH2:7][CH2:8][O:9][CH3:10])=[C:4]([N+:13]([O-])=O)[CH:3]=1.[H][H]. (4) Given the product [CH3:12][NH:11][C:9](=[O:10])[C@@H:8]([NH:13][C:14]([C:16]1[C:17]([C:22]([F:25])([F:23])[F:24])=[N:18][N:19]([CH3:21])[CH:20]=1)=[O:15])[CH2:7][NH:6][C:2](=[O:3])[O:4][CH3:5], predict the reactants needed to synthesize it. The reactants are: Cl[C:2]([O:4][CH3:5])=[O:3].[NH2:6][CH2:7][C@H:8]([NH:13][C:14]([C:16]1[C:17]([C:22]([F:25])([F:24])[F:23])=[N:18][N:19]([CH3:21])[CH:20]=1)=[O:15])[C:9]([NH:11][CH3:12])=[O:10].N1C=CC=CC=1.